Dataset: Full USPTO retrosynthesis dataset with 1.9M reactions from patents (1976-2016). Task: Predict the reactants needed to synthesize the given product. (1) Given the product [Cl:1][C:2]1[CH:3]=[C:4]([C:12]2[O:16][N:15]=[C:14]([C:17]3[CH:18]=[CH:19][CH:20]=[C:21]4[C:25]=3[N:24]([CH3:26])[CH:23]=[C:22]4[CH2:27][CH2:28][NH:30][CH2:31][C:32]([O:34][CH2:35][CH3:36])=[O:33])[N:13]=2)[CH:5]=[CH:6][C:7]=1[O:8][CH:9]([CH3:10])[CH3:11], predict the reactants needed to synthesize it. The reactants are: [Cl:1][C:2]1[CH:3]=[C:4]([C:12]2[O:16][N:15]=[C:14]([C:17]3[CH:18]=[CH:19][CH:20]=[C:21]4[C:25]=3[N:24]([CH3:26])[CH:23]=[C:22]4[CH2:27][CH:28]=O)[N:13]=2)[CH:5]=[CH:6][C:7]=1[O:8][CH:9]([CH3:11])[CH3:10].[NH2:30][CH2:31][C:32]([O:34][CH2:35][CH3:36])=[O:33].C(O)(=O)C.C(O[BH-](OC(=O)C)OC(=O)C)(=O)C.[Na+]. (2) Given the product [C:9]([O:13][C:14](=[O:21])[NH:15][C:22]1([CH:26]([OH:25])[CH2:4][OH:5])[CH2:23][CH2:24]1)([CH3:12])([CH3:11])[CH3:10], predict the reactants needed to synthesize it. The reactants are: C[N+]1([O-])CC[O:5][CH2:4]C1.[C:9]([O:13][C:14](=[O:21])[NH:15]C1(C=C)CC1)([CH3:12])([CH3:11])[CH3:10].[CH2:22]1[CH2:26][O:25][CH2:24][CH2:23]1.O. (3) Given the product [NH:4]1[CH2:9][CH2:8][C:7]2([CH2:15][CH2:14][C:13](=[O:16])[C:12]3[CH:17]=[CH:18][CH:19]=[CH:20][C:11]=3[NH:10]2)[CH2:6][CH2:5]1, predict the reactants needed to synthesize it. The reactants are: C([N:4]1[CH2:9][CH2:8][C:7]2([CH2:15][CH2:14][C:13](=[O:16])[C:12]3[CH:17]=[CH:18][CH:19]=[CH:20][C:11]=3[NH:10]2)[CH2:6][CH2:5]1)(=O)C. (4) Given the product [Br:11][C:12]1[CH:13]=[C:14]([CH3:22])[C:15]2[NH:16][C:1]([C:2]3[CH:7]=[CH:6][CH:5]=[CH:4][C:3]=3[O:8][CH3:9])=[N:19][C:17]=2[CH:18]=1, predict the reactants needed to synthesize it. The reactants are: [CH:1](=O)[C:2]1[C:3]([O:8][CH3:9])=[CH:4][CH:5]=[CH:6][CH:7]=1.[Br:11][C:12]1[CH:18]=[C:17]([N+:19]([O-])=O)[C:15]([NH2:16])=[C:14]([CH3:22])[CH:13]=1.S(S([O-])=O)([O-])=O.[Na+].[Na+]. (5) Given the product [Si:1]([O:8][C:9]1[CH:10]=[C:11]2[C:15](=[CH:16][CH:17]=1)[NH:14][N:13]=[C:12]2[I:18])([C:4]([CH3:7])([CH3:5])[CH3:6])([CH3:3])[CH3:2], predict the reactants needed to synthesize it. The reactants are: [Si:1]([O:8][C:9]1[CH:10]=[C:11]2[C:15](=[CH:16][CH:17]=1)[NH:14][N:13]=[CH:12]2)([C:4]([CH3:7])([CH3:6])[CH3:5])([CH3:3])[CH3:2].[I:18]N1C(=O)CCC1=O.